Dataset: Catalyst prediction with 721,799 reactions and 888 catalyst types from USPTO. Task: Predict which catalyst facilitates the given reaction. (1) Reactant: [Br:1][C:2]1[CH:3]=[C:4]2[C:9](=[CH:10][CH:11]=1)[N:8]=[CH:7][N:6]=[C:5]2[C:12]1[CH:13]=[C:14]([CH:18]=[CH:19][CH:20]=1)[C:15]([OH:17])=O.CN(C(ON1N=NC2C=CC=CC1=2)=[N+](C)C)C.F[P-](F)(F)(F)(F)F.CCN(C(C)C)C(C)C.[CH:54]12[CH2:60][CH:57]([NH:58][CH2:59]1)[CH2:56][N:55]2[C:61]([O:63][C:64]([CH3:67])([CH3:66])[CH3:65])=[O:62]. Product: [Br:1][C:2]1[CH:3]=[C:4]2[C:9](=[CH:10][CH:11]=1)[N:8]=[CH:7][N:6]=[C:5]2[C:12]1[CH:13]=[C:14]([CH:18]=[CH:19][CH:20]=1)[C:15]([N:58]1[CH2:59][CH:54]2[CH2:60][CH:57]1[CH2:56][N:55]2[C:61]([O:63][C:64]([CH3:67])([CH3:66])[CH3:65])=[O:62])=[O:17]. The catalyst class is: 3. (2) Reactant: C([O:3][C:4]([C:6]1([NH:16][C:17](=[O:28])[C:18]2[CH:23]=[CH:22][CH:21]=[C:20]([CH3:24])[C:19]=2/[CH:25]=[CH:26]/[CH3:27])[CH2:14][C:13]2[C:8](=[CH:9][CH:10]=[C:11]([F:15])[CH:12]=2)[CH2:7]1)=[O:5])C.[OH-].[K+].O. Product: [F:15][C:11]1[CH:12]=[C:13]2[C:8](=[CH:9][CH:10]=1)[CH2:7][C:6]([NH:16][C:17](=[O:28])[C:18]1[CH:23]=[CH:22][CH:21]=[C:20]([CH3:24])[C:19]=1/[CH:25]=[CH:26]/[CH3:27])([C:4]([OH:5])=[O:3])[CH2:14]2. The catalyst class is: 14.